From a dataset of Catalyst prediction with 721,799 reactions and 888 catalyst types from USPTO. Predict which catalyst facilitates the given reaction. Reactant: C(N(CC)CC)C.[C:8](Cl)(=[O:10])[CH3:9].Cl.[CH3:13][N:14]1[C:18]2=[N:19][C:20]([N:23]3[CH:28]=[CH:27][C:26]([C:29]4[CH:30]=[N:31][C:32]([C:35]([F:38])([F:37])[F:36])=[CH:33][CH:34]=4)=[CH:25][C:24]3=[O:39])=[CH:21][CH:22]=[C:17]2[C:16]2[CH2:40][NH:41][CH2:42][CH2:43][C:15]1=2. Product: [C:8]([N:41]1[CH2:42][CH2:43][C:15]2[N:14]([CH3:13])[C:18]3[C:17]([C:16]=2[CH2:40]1)=[CH:22][CH:21]=[C:20]([N:23]1[CH:28]=[CH:27][C:26]([C:29]2[CH:30]=[N:31][C:32]([C:35]([F:37])([F:38])[F:36])=[CH:33][CH:34]=2)=[CH:25][C:24]1=[O:39])[N:19]=3)(=[O:10])[CH3:9]. The catalyst class is: 79.